From a dataset of Full USPTO retrosynthesis dataset with 1.9M reactions from patents (1976-2016). Predict the reactants needed to synthesize the given product. (1) Given the product [Cl:14][C:15]1[CH:16]=[C:17]([C:22]2[O:26][C:25]([CH2:27][CH2:28][NH:29][C:10]([C:2]3[CH:3]=[C:4]4[N:9]=[CH:8][CH:7]=[CH:6][N:5]4[N:1]=3)=[O:12])=[CH:24][CH:23]=2)[CH:18]=[CH:19][C:20]=1[Cl:21], predict the reactants needed to synthesize it. The reactants are: [N:1]1[N:5]2[CH:6]=[CH:7][CH:8]=[N:9][C:4]2=[CH:3][C:2]=1[C:10]([OH:12])=O.Cl.[Cl:14][C:15]1[CH:16]=[C:17]([C:22]2[O:26][C:25]([CH2:27][CH2:28][NH2:29])=[CH:24][CH:23]=2)[CH:18]=[CH:19][C:20]=1[Cl:21]. (2) Given the product [C:12]([C:10]1[CH:11]=[C:7]([NH:6][C:5]([NH:52][C@@H:45]2[C:46]3[C:51](=[CH:50][CH:49]=[CH:48][CH:47]=3)[C@H:42]([O:41][C:38]3[CH:39]=[CH:40][C:35]4[N:36]([C:32]([C@@H:29]5[CH2:30][CH2:31][N:27]([CH3:26])[CH2:28]5)=[N:33][N:34]=4)[CH:37]=3)[CH2:43][CH2:44]2)=[O:23])[N:8]([C:16]2[CH:21]=[CH:20][C:19]([CH3:22])=[CH:18][CH:17]=2)[N:9]=1)([CH3:14])([CH3:13])[CH3:15], predict the reactants needed to synthesize it. The reactants are: ClC(Cl)(Cl)CO[C:5](=[O:23])[NH:6][C:7]1[N:8]([C:16]2[CH:21]=[CH:20][C:19]([CH3:22])=[CH:18][CH:17]=2)[N:9]=[C:10]([C:12]([CH3:15])([CH3:14])[CH3:13])[CH:11]=1.[CH3:26][N:27]1[CH2:31][CH2:30][C@@H:29]([C:32]2[N:36]3[CH:37]=[C:38]([O:41][C@H:42]4[C:51]5[C:46](=[CH:47][CH:48]=[CH:49][CH:50]=5)[C@@H:45]([NH2:52])[CH2:44][CH2:43]4)[CH:39]=[CH:40][C:35]3=[N:34][N:33]=2)[CH2:28]1.CCN(C(C)C)C(C)C.N. (3) Given the product [Br:1][C:14]1[CH:13]=[C:12]([S:9]([CH2:8][CH2:7][OH:6])(=[O:11])=[O:10])[CH:17]=[CH:16][C:15]=1[O:18][CH3:19], predict the reactants needed to synthesize it. The reactants are: [Br:1]Br.C([O:6][CH2:7][CH2:8][S:9]([C:12]1[CH:17]=[CH:16][C:15]([O:18][CH3:19])=[CH:14][CH:13]=1)(=[O:11])=[O:10])(=O)C.[O-]S([O-])=O.[Na+].[Na+].C([O-])(O)=O.[Na+].